Dataset: Full USPTO retrosynthesis dataset with 1.9M reactions from patents (1976-2016). Task: Predict the reactants needed to synthesize the given product. Given the product [OH:43][CH:28]1[CH2:27][N:26]([C:30]([O:32][C:33]([CH3:34])([CH3:36])[CH3:35])=[O:31])[C:16]2=[N:17][C:18]([C:19]3[CH:24]=[CH:23][C:22]([CH3:25])=[CH:21][CH:20]=3)=[C:13]([C:10]3[CH:9]=[CH:8][C:7]([CH3:37])=[CH:12][CH:11]=3)[N:14]=[C:15]2[CH:29]1[OH:39], predict the reactants needed to synthesize it. The reactants are: [Mn]([O-])(=O)(=O)=O.[K+].[C:7]1([CH3:37])[CH:12]=[CH:11][C:10]([C:13]2[N:14]=[C:15]3[CH:29]=[CH:28][CH2:27][N:26]([C:30]([O:32][C:33]([CH3:36])([CH3:35])[CH3:34])=[O:31])[C:16]3=[N:17][C:18]=2[C:19]2[CH:24]=[CH:23][C:22]([CH3:25])=[CH:21][CH:20]=2)=[CH:9][CH:8]=1.S(=O)(O)[O-:39].[Na+].[OH2:43].